This data is from Reaction yield outcomes from USPTO patents with 853,638 reactions. The task is: Predict the reaction yield, written as a fraction of the theoretical maximum amount of product (1.0 means a 100% yield; for example, 0.34 means a 34% yield). (1) The reactants are [CH:1]([S:4][C:5]1[S:6][C:7]([C:18]([O:20]CC)=[O:19])=[C:8]2[CH2:17][CH2:16][C:11]3[N:12]=[C:13]([CH3:15])[O:14][C:10]=3[C:9]=12)([CH3:3])[CH3:2].[OH-].[Na+].O.Cl. The catalyst is C(O)C. The product is [CH:1]([S:4][C:5]1[S:6][C:7]([C:18]([OH:20])=[O:19])=[C:8]2[CH2:17][CH2:16][C:11]3[N:12]=[C:13]([CH3:15])[O:14][C:10]=3[C:9]=12)([CH3:3])[CH3:2]. The yield is 0.660. (2) The reactants are ClC[CH2:3][CH2:4][N:5]1[CH2:10][CH2:9][O:8][CH2:7][CH2:6]1.[Br:11][C:12]1[CH:17]=[CH:16][C:15]([OH:18])=[CH:14][CH:13]=1.C(=O)([O-])[O-].[K+].[K+].CN(C=O)C. The catalyst is O. The product is [Br:11][C:12]1[CH:17]=[CH:16][C:15]([O:18][CH2:3][CH2:4][N:5]2[CH2:10][CH2:9][O:8][CH2:7][CH2:6]2)=[CH:14][CH:13]=1. The yield is 0.994. (3) The reactants are [CH2:1]([NH:5][C:6]1[N:7]=[CH:8][C:9]2[NH:14][CH:13]=[CH:12][C:10]=2[N:11]=1)[CH2:2][CH2:3][CH3:4].[O-]P([O-])([O-])=O.[K+].[K+].[K+].[F:23][C:24]1[CH:29]=[CH:28][C:27](I)=[CH:26][CH:25]=1.CNC1CCCCC1NC. The catalyst is [Cu]I.CN(C=O)C. The product is [CH2:1]([NH:5][C:6]1[N:7]=[CH:8][C:9]2[N:14]([C:27]3[CH:28]=[CH:29][C:24]([F:23])=[CH:25][CH:26]=3)[CH:13]=[CH:12][C:10]=2[N:11]=1)[CH2:2][CH2:3][CH3:4]. The yield is 0.990.